From a dataset of Forward reaction prediction with 1.9M reactions from USPTO patents (1976-2016). Predict the product of the given reaction. Given the reactants [NH2:1][CH2:2][CH:3]([CH2:19][C:20]1[CH:25]=[CH:24][C:23]([CH2:26][CH2:27][CH2:28][O:29][C:30]2[C:35]([F:36])=[CH:34][CH:33]=[C:32]([F:37])[C:31]=2[Cl:38])=[CH:22][CH:21]=1)[C:4]([N:6]([CH:16]1[CH2:18][CH2:17]1)[CH2:7][C:8]1[CH:13]=[CH:12][CH:11]=[C:10]([Cl:14])[C:9]=1[Cl:15])=[O:5].[CH2:39]=O, predict the reaction product. The product is: [Cl:38][C:31]1[C:32]([F:37])=[CH:33][CH:34]=[C:35]([F:36])[C:30]=1[O:29][CH2:28][CH2:27][CH2:26][C:23]1[CH:24]=[CH:25][C:20]([CH2:19][CH:3]([CH2:2][NH:1][CH3:39])[C:4]([N:6]([CH:16]2[CH2:17][CH2:18]2)[CH2:7][C:8]2[CH:13]=[CH:12][CH:11]=[C:10]([Cl:14])[C:9]=2[Cl:15])=[O:5])=[CH:21][CH:22]=1.